The task is: Predict the reaction yield, written as a fraction of the theoretical maximum amount of product (1.0 means a 100% yield; for example, 0.34 means a 34% yield).. This data is from Reaction yield outcomes from USPTO patents with 853,638 reactions. (1) The reactants are [CH3:1][O:2][C:3]1[CH:4]=[C:5]2[C:9](=[CH:10][CH:11]=1)[NH:8][CH:7]=[C:6]2[C:12]1[N:24]([S:25]([C:28]2[CH:34]=[CH:33][C:31]([CH3:32])=[CH:30][CH:29]=2)(=[O:27])=[O:26])[C:15]2=[N:16][CH:17]=[C:18]3[CH:22]=[N:21][N:20]([CH3:23])[C:19]3=[C:14]2[CH:13]=1.[H-].[Na+].Cl[CH2:38][C:39]([N:41]([CH3:43])[CH3:42])=[O:40]. The catalyst is CN(C=O)C. The product is [CH3:1][O:2][C:3]1[CH:4]=[C:5]2[C:9](=[CH:10][CH:11]=1)[N:8]([CH2:38][C:39]([N:41]([CH3:43])[CH3:42])=[O:40])[CH:7]=[C:6]2[C:12]1[N:24]([S:25]([C:28]2[CH:34]=[CH:33][C:31]([CH3:32])=[CH:30][CH:29]=2)(=[O:27])=[O:26])[C:15]2=[N:16][CH:17]=[C:18]3[CH:22]=[N:21][N:20]([CH3:23])[C:19]3=[C:14]2[CH:13]=1. The yield is 0.820. (2) The reactants are [Si:1]([O:18][C@H:19]1[CH2:28][C:27]2[C:26]([OH:29])=[CH:25][CH:24]=[CH:23][C:22]=2[CH2:21][CH2:20]1)([C:14]([CH3:17])([CH3:16])[CH3:15])([C:8]1[CH:13]=[CH:12][CH:11]=[CH:10][CH:9]=1)[C:2]1[CH:7]=[CH:6][CH:5]=[CH:4][CH:3]=1.C(N(CC)CC)C.[F:37][C:38]([F:49])([F:48])[C:39](O[C:39](=[O:40])[C:38]([F:49])([F:48])[F:37])=[O:40].[NH4+].[OH-]. The catalyst is ClCCl.CN(C)C1C=CN=CC=1. The product is [F:37][C:38]([F:49])([F:48])[C:39]([O:29][C:26]1[C:27]2[CH2:28][C@H:19]([O:18][Si:1]([C:14]([CH3:16])([CH3:17])[CH3:15])([C:8]3[CH:13]=[CH:12][CH:11]=[CH:10][CH:9]=3)[C:2]3[CH:7]=[CH:6][CH:5]=[CH:4][CH:3]=3)[CH2:20][CH2:21][C:22]=2[CH:23]=[CH:24][CH:25]=1)=[O:40]. The yield is 0.570.